Dataset: Forward reaction prediction with 1.9M reactions from USPTO patents (1976-2016). Task: Predict the product of the given reaction. (1) Given the reactants [NH2:1][C:2]1[CH:7]=[CH:6][C:5]([CH2:8][CH2:9][C:10]2[C:14]3[C:15]([O:19][C@@H:20]4[O:37][C@H:36]([CH2:38][O:39][C:40](=[O:42])[CH3:41])[C@@H:31]([O:32][C:33](=[O:35])[CH3:34])[C@H:26]([O:27][C:28](=[O:30])[CH3:29])[C@H:21]4[O:22][C:23](=[O:25])[CH3:24])=[CH:16][CH:17]=[CH:18][C:13]=3[O:12][CH:11]=2)=[CH:4][CH:3]=1.N1C=CC=CC=1.[CH3:49][S:50](Cl)(=[O:52])=[O:51].Cl, predict the reaction product. The product is: [C:23]([O:22][C@@H:21]1[C@@H:26]([O:27][C:28](=[O:30])[CH3:29])[C@H:31]([O:32][C:33](=[O:35])[CH3:34])[C@@H:36]([CH2:38][O:39][C:40](=[O:42])[CH3:41])[O:37][C@H:20]1[O:19][C:15]1[C:14]2[C:10]([CH2:9][CH2:8][C:5]3[CH:4]=[CH:3][C:2]([NH:1][S:50]([CH3:49])(=[O:52])=[O:51])=[CH:7][CH:6]=3)=[CH:11][O:12][C:13]=2[CH:18]=[CH:17][CH:16]=1)(=[O:25])[CH3:24]. (2) The product is: [Br:1][C:2]1[CH:24]=[CH:23][C:5]2[C:6]([NH:16][CH:17]([CH3:22])[C:18]([CH3:21])([CH3:20])[CH3:19])=[N:7][C:8]3[C:9]([S:26]([CH3:25])(=[O:28])=[O:27])=[CH:10][NH:11][C:12](=[O:14])[C:13]=3[C:4]=2[CH:3]=1. Given the reactants [Br:1][C:2]1[CH:24]=[CH:23][C:5]2[C:6]([NH:16][CH:17]([CH3:22])[C:18]([CH3:21])([CH3:20])[CH3:19])=[N:7][C:8]3[C:9](I)=[CH:10][NH:11][C:12](=[O:14])[C:13]=3[C:4]=2[CH:3]=1.[CH3:25][S:26]([O-:28])=[O:27].[Na+].N1CCCC1C(O)=O.[OH-].[Na+], predict the reaction product. (3) Given the reactants [CH3:1][O:2][C:3]1[CH:23]=[CH:22][C:6]([C:7]([NH:9][C:10]2([C:19]([OH:21])=[O:20])[CH2:18][C:17]3[C:12](=[CH:13][CH:14]=[CH:15][CH:16]=3)[CH2:11]2)=[O:8])=[CH:5][C:4]=1[O:24][CH2:25][CH2:26][C:27]1[CH:32]=[CH:31][CH:30]=[C:29]([S:33][CH3:34])[CH:28]=1.[OH:35]O, predict the reaction product. The product is: [CH3:34][S:33]([C:29]1[CH:28]=[C:27]([CH2:26][CH2:25][O:24][C:4]2[CH:5]=[C:6]([CH:22]=[CH:23][C:3]=2[O:2][CH3:1])[C:7]([NH:9][C:10]2([C:19]([OH:21])=[O:20])[CH2:11][C:12]3[C:17](=[CH:16][CH:15]=[CH:14][CH:13]=3)[CH2:18]2)=[O:8])[CH:32]=[CH:31][CH:30]=1)=[O:35]. (4) Given the reactants C1C2C(COC([NH:18][C@H:19]([CH2:49][CH2:50][CH2:51][O:52][C:53](=[O:55])[CH3:54])[C:20]([O:22][C@H:23]([C:34]3[CH:39]=[CH:38][C:37]([O:40][CH:41]([F:43])[F:42])=[C:36]([O:44][CH2:45][CH:46]4[CH2:48][CH2:47]4)[CH:35]=3)[CH2:24][C:25]3[C:30]([Cl:31])=[CH:29][N+:28]([O-:32])=[CH:27][C:26]=3[Cl:33])=[O:21])=O)C3C(=CC=CC=3)C=2C=CC=1.N1CCOCC1, predict the reaction product. The product is: [C:53]([O:52][CH2:51][CH2:50][CH2:49][C@@H:19]([NH2:18])[C:20]([O:22][C@H:23]([C:34]1[CH:39]=[CH:38][C:37]([O:40][CH:41]([F:42])[F:43])=[C:36]([O:44][CH2:45][CH:46]2[CH2:48][CH2:47]2)[CH:35]=1)[CH2:24][C:25]1[C:26]([Cl:33])=[CH:27][N+:28]([O-:32])=[CH:29][C:30]=1[Cl:31])=[O:21])(=[O:55])[CH3:54].